This data is from Catalyst prediction with 721,799 reactions and 888 catalyst types from USPTO. The task is: Predict which catalyst facilitates the given reaction. (1) Reactant: Br[C:2]1[CH:7]=[CH:6][C:5]([CH:8]2CCC[N:9]2C)=[CH:4][CH:3]=1.F[B-](F)(F)F.F[B-](F)(F)F.C1(P(C2CCCCC2)CCCP(C2CCCCC2)C2CCCCC2)CCCCC1.C(=O)([O-])[O-:54].[K+].[K+].NC1C=CC(C)=C(C2C=C3C(C=C(NC(C4CC4)=O)N=C3)=CC=2)C=1.CN(C)C=O. Product: [C:8]([NH2:9])(=[O:54])[C:5]1[CH:6]=[CH:7][CH:2]=[CH:3][CH:4]=1. The catalyst class is: 167. (2) Reactant: [CH3:1][O:2][C:3]1[CH:8]=[CH:7][C:6]([C:9]2[N:10]=[C:11]([S:24][CH3:25])[O:12][C:13]=2[C:14]2[CH:23]=[CH:22][C:17]([O:18][CH2:19][CH2:20][OH:21])=[CH:16][CH:15]=2)=[CH:5][CH:4]=1.[OH:26]OS([O-])=O.[K+]. Product: [CH3:1][O:2][C:3]1[CH:8]=[CH:7][C:6]([C:9]2[N:10]=[C:11]([S:24]([CH3:25])=[O:26])[O:12][C:13]=2[C:14]2[CH:23]=[CH:22][C:17]([O:18][CH2:19][CH2:20][OH:21])=[CH:16][CH:15]=2)=[CH:5][CH:4]=1. The catalyst class is: 30.